Dataset: Peptide-MHC class I binding affinity with 185,985 pairs from IEDB/IMGT. Task: Regression. Given a peptide amino acid sequence and an MHC pseudo amino acid sequence, predict their binding affinity value. This is MHC class I binding data. (1) The peptide sequence is SQKTTWLPV. The MHC is HLA-A30:01 with pseudo-sequence HLA-A30:01. The binding affinity (normalized) is 0.748. (2) The peptide sequence is RPRIRLSAP. The MHC is HLA-A69:01 with pseudo-sequence HLA-A69:01. The binding affinity (normalized) is 0.0847. (3) The peptide sequence is IVDCLTEMY. The MHC is HLA-B40:01 with pseudo-sequence HLA-B40:01. The binding affinity (normalized) is 0.0847. (4) The peptide sequence is WTFTPTTPL. The MHC is HLA-B45:06 with pseudo-sequence HLA-B45:06. The binding affinity (normalized) is 0.213. (5) The peptide sequence is APNAKEEIL. The MHC is HLA-B35:01 with pseudo-sequence HLA-B35:01. The binding affinity (normalized) is 0.0886. (6) The peptide sequence is YMVTDKTAY. The MHC is HLA-A68:01 with pseudo-sequence HLA-A68:01. The binding affinity (normalized) is 0.0185.